From a dataset of Forward reaction prediction with 1.9M reactions from USPTO patents (1976-2016). Predict the product of the given reaction. (1) Given the reactants [CH3:1][O:2][C:3]1[C:18]([NH2:19])=[CH:17][C:6]2[CH2:7][CH2:8][CH:9]([NH:12][CH2:13][CH2:14][O:15][CH3:16])[CH2:10][CH2:11][C:5]=2[CH:4]=1.Cl[C:21]1[N:26]=[C:25]([NH:27][C:28]2[C:38]3[CH2:37][N:36]([S:39]([CH3:42])(=[O:41])=[O:40])[CH2:35][C:34](=[O:43])[NH:33][C:32]=3[CH:31]=[CH:30][C:29]=2[O:44][CH3:45])[C:24]([Cl:46])=[CH:23][N:22]=1, predict the reaction product. The product is: [Cl:46][C:24]1[C:25]([NH:27][C:28]2[C:38]3[CH2:37][N:36]([S:39]([CH3:42])(=[O:41])=[O:40])[CH2:35][C:34](=[O:43])[NH:33][C:32]=3[CH:31]=[CH:30][C:29]=2[O:44][CH3:45])=[N:26][C:21]([NH:19][C:18]2[C:3]([O:2][CH3:1])=[CH:4][C:5]3[CH2:11][CH2:10][CH:9]([NH:12][CH2:13][CH2:14][O:15][CH3:16])[CH2:8][CH2:7][C:6]=3[CH:17]=2)=[N:22][CH:23]=1. (2) The product is: [CH3:23][O:22][C:19]1[CH:20]=[CH:21][C:16]([O:14][CH:11]2[CH2:10][CH2:9][NH:8][CH2:13][CH2:12]2)=[N:17][CH:18]=1. Given the reactants C(OC([N:8]1[CH2:13][CH2:12][CH:11]([OH:14])[CH2:10][CH2:9]1)=O)(C)(C)C.Cl[C:16]1[CH:21]=[CH:20][C:19]([O:22][CH3:23])=[CH:18][N+:17]=1[O-], predict the reaction product. (3) Given the reactants [N:1]1[CH:6]=[CH:5][C:4]([CH2:7][OH:8])=[CH:3][CH:2]=1.N1C=CN=C1.[CH3:14][C:15]([Si:18](Cl)([CH3:20])[CH3:19])([CH3:17])[CH3:16], predict the reaction product. The product is: [Si:18]([O:8][CH2:7][C:4]1[CH:5]=[CH:6][N:1]=[CH:2][CH:3]=1)([C:15]([CH3:17])([CH3:16])[CH3:14])([CH3:20])[CH3:19]. (4) Given the reactants CON(C)[C:4]([C:6]1[N:7]=[C:8]([C:11]2[CH:16]=[CH:15][CH:14]=[CH:13][CH:12]=2)[S:9][CH:10]=1)=[O:5].[CH3:18][Mg]Br, predict the reaction product. The product is: [C:11]1([C:8]2[S:9][CH:10]=[C:6]([C:4](=[O:5])[CH3:18])[N:7]=2)[CH:16]=[CH:15][CH:14]=[CH:13][CH:12]=1. (5) Given the reactants [CH3:1][C:2]1[N:7]=[C:6]([C:8](Cl)=[O:9])[CH:5]=[CH:4][CH:3]=1.[C:11]([NH2:20])(=[O:19])[C:12]1[C:13](=[CH:15][CH:16]=[CH:17][CH:18]=1)[NH2:14].C(N(CC)CC)C, predict the reaction product. The product is: [C:11]([C:12]1[CH:18]=[CH:17][CH:16]=[CH:15][C:13]=1[NH:14][C:8]([C:6]1[CH:5]=[CH:4][CH:3]=[C:2]([CH3:1])[N:7]=1)=[O:9])(=[O:19])[NH2:20]. (6) Given the reactants [CH3:1][N:2]1[CH:6]=[C:5]([C:7]2[CH:8]=[C:9]3[C:15]([C:16]([NH:18][NH2:19])=[O:17])=[CH:14][NH:13][C:10]3=[N:11][CH:12]=2)[CH:4]=[N:3]1.Cl.[F:21][C:22]1[CH:27]=[CH:26][C:25]([CH:28]([OH:34])[C:29](=N)OCC)=[CH:24][CH:23]=1, predict the reaction product. The product is: [F:21][C:22]1[CH:27]=[CH:26][C:25]([CH:28]([C:29]2[O:17][C:16]([C:15]3[C:9]4[C:10](=[N:11][CH:12]=[C:7]([C:5]5[CH:4]=[N:3][N:2]([CH3:1])[CH:6]=5)[CH:8]=4)[NH:13][CH:14]=3)=[N:18][N:19]=2)[OH:34])=[CH:24][CH:23]=1. (7) Given the reactants O[CH2:2][C:3]1[CH:12]=[C:11]2[C:6]([C:7]([Cl:13])=[CH:8][CH:9]=[N:10]2)=[CH:5][CH:4]=1.[BrH:14].C(OCC)(=O)C.C(=O)(O)[O-].[Na+], predict the reaction product. The product is: [Br:14][CH2:2][C:3]1[CH:12]=[C:11]2[C:6]([C:7]([Cl:13])=[CH:8][CH:9]=[N:10]2)=[CH:5][CH:4]=1. (8) Given the reactants C(N(C(C)C)CC)(C)C.[C:10]([O:14][C:15]([NH:17][CH:18]1[CH2:23][CH2:22][N:21]([S:24]([C:27]2[CH:35]=[CH:34][C:30]([C:31]([OH:33])=O)=[CH:29][CH:28]=2)(=[O:26])=[O:25])[CH2:20][CH2:19]1)=[O:16])([CH3:13])([CH3:12])[CH3:11].C(Cl)CCl.[CH:40]1[CH:41]=[CH:42]C2N(O)N=[N:46][C:44]=2[CH:45]=1.N1CCCCC1, predict the reaction product. The product is: [C:10]([O:14][C:15](=[O:16])[NH:17][CH:18]1[CH2:19][CH2:20][N:21]([S:24]([C:27]2[CH:28]=[CH:29][C:30]([C:31]([N:46]3[CH2:42][CH2:41][CH2:40][CH2:45][CH2:44]3)=[O:33])=[CH:34][CH:35]=2)(=[O:25])=[O:26])[CH2:22][CH2:23]1)([CH3:12])([CH3:13])[CH3:11]. (9) Given the reactants C(O)(C(F)(F)F)=O.[NH2:8][C:9](=[O:45])[CH2:10][C:11]1[CH:44]=[CH:43][CH:42]=[CH:41][C:12]=1[CH2:13][CH2:14][C:15]1[C:20]([CH3:21])=[CH:19][N:18]=[C:17]([NH:22][C:23]2[CH:24]=[N:25][N:26]([CH:28]3[CH2:33][CH2:32][N:31](C(OC(C)(C)C)=O)[CH2:30][CH2:29]3)[CH:27]=2)[N:16]=1, predict the reaction product. The product is: [CH3:21][C:20]1[C:15]([CH2:14][CH2:13][C:12]2[CH:41]=[CH:42][CH:43]=[CH:44][C:11]=2[CH2:10][C:9]([NH2:8])=[O:45])=[N:16][C:17]([NH:22][C:23]2[CH:24]=[N:25][N:26]([CH:28]3[CH2:33][CH2:32][NH:31][CH2:30][CH2:29]3)[CH:27]=2)=[N:18][CH:19]=1.